Predict the reactants needed to synthesize the given product. From a dataset of Full USPTO retrosynthesis dataset with 1.9M reactions from patents (1976-2016). (1) The reactants are: [CH3:1][C:2]1[NH:3][C:4]2[CH:10]=[CH:9][CH:8]=[CH:7][C:5]=2[N:6]=1.[CH3:11][O:12][CH2:13][CH2:14][O:15][CH2:16][CH2:17][O:18][CH2:19][CH2:20]Cl. Given the product [CH3:11][O:12][CH2:13][CH2:14][O:15][CH2:16][CH2:17][O:18][CH2:19][CH2:20][N:3]1[C:4]2[CH:10]=[CH:9][CH:8]=[CH:7][C:5]=2[N:6]=[C:2]1[CH3:1], predict the reactants needed to synthesize it. (2) Given the product [Cl:9][C:6]1[N:5]=[CH:4][N:3]=[C:2]([NH2:1])[C:7]=1[O:8][CH:17]([CH3:19])[CH3:18], predict the reactants needed to synthesize it. The reactants are: [NH2:1][C:2]1[C:7]([OH:8])=[C:6]([Cl:9])[N:5]=[CH:4][N:3]=1.C([O-])([O-])=O.[Cs+].[Cs+].I[CH:17]([CH3:19])[CH3:18]. (3) Given the product [C:1]([O:4][CH:5]=[CH2:6])(=[O:3])[CH3:2].[CH:7]([O:9][CH2:10][CH2:11][CH2:12][CH3:13])=[CH2:8], predict the reactants needed to synthesize it. The reactants are: [C:1]([O:4][CH:5]=[CH2:6])(=[O:3])[CH3:2].[CH:7]([O:9][CH2:10][CH2:11][CH2:12][CH3:13])=[CH2:8].CC(N=NC(C#N)(C)C)(C#N)C. (4) Given the product [C:22]([C:7]1[C:8]2[C:13](=[CH:12][CH:11]=[C:10]([C:16]3[CH:21]=[CH:20][CH:19]=[CH:18][CH:17]=3)[CH:9]=2)[C:14]([OH:15])=[C:5]([C:3]([NH:31][CH2:32][C:33]([CH3:38])([CH3:37])[C:34]([OH:36])=[O:35])=[O:4])[N:6]=1)#[N:23], predict the reactants needed to synthesize it. The reactants are: CO[C:3]([C:5]1[N:6]=[C:7]([C:22]#[N:23])[C:8]2[C:13]([C:14]=1[OH:15])=[CH:12][CH:11]=[C:10]([C:16]1[CH:21]=[CH:20][CH:19]=[CH:18][CH:17]=1)[CH:9]=2)=[O:4].OC(C(F)(F)F)=O.[NH2:31][CH2:32][C:33]([CH3:38])([CH3:37])[C:34]([OH:36])=[O:35].C[O-].[Na+]. (5) Given the product [O:11]=[C:6]1[CH2:5][C:4]2[C:8](=[CH:9][CH:10]=[C:2]([C:20]3[CH:21]=[C:22]4[C:27](=[CH:28][CH:29]=3)[CH:26]=[C:25]([NH:30][C:31]([C:33]3[CH:37]=[CH:36][S:35][CH:34]=3)=[O:32])[CH:24]=[CH:23]4)[CH:3]=2)[NH:7]1, predict the reactants needed to synthesize it. The reactants are: Br[C:2]1[CH:3]=[C:4]2[C:8](=[CH:9][CH:10]=1)[NH:7][C:6](=[O:11])[CH2:5]2.CC1(C)C(C)(C)OB([C:20]2[CH:21]=[C:22]3[C:27](=[CH:28][CH:29]=2)[CH:26]=[C:25]([NH:30][C:31]([C:33]2[CH:37]=[CH:36][S:35][CH:34]=2)=[O:32])[CH:24]=[CH:23]3)O1.C([O-])([O-])=O.[K+].[K+].O1CCOCC1. (6) Given the product [OH:21][CH2:18][C:19]#[C:20][C:2]1[N:10]=[C:9]2[C:5]([N:6]([CH3:17])[C:7](=[O:16])[N:8]2[C:11]([N:13]([CH3:15])[CH3:14])=[O:12])=[CH:4][N:3]=1, predict the reactants needed to synthesize it. The reactants are: Cl[C:2]1[N:10]=[C:9]2[C:5]([N:6]([CH3:17])[C:7](=[O:16])[N:8]2[C:11]([N:13]([CH3:15])[CH3:14])=[O:12])=[CH:4][N:3]=1.[CH2:18]([OH:21])[C:19]#[CH:20].C1(P(C2CCCCC2)C2C=CC=CC=2C2C(C(C)C)=CC(C(C)C)=CC=2C(C)C)CCCCC1. (7) Given the product [Cl:10][C:3]1[CH:4]=[C:5]([F:9])[C:6]([F:8])=[CH:7][C:2]=1[C:15]1[CH:16]=[CH:17][C:12]([OH:11])=[CH:13][CH:14]=1, predict the reactants needed to synthesize it. The reactants are: Br[C:2]1[CH:7]=[C:6]([F:8])[C:5]([F:9])=[CH:4][C:3]=1[Cl:10].[OH:11][C:12]1[CH:17]=[CH:16][C:15](B(O)O)=[CH:14][CH:13]=1.C(=O)([O-])[O-].[K+].[K+].